Dataset: Forward reaction prediction with 1.9M reactions from USPTO patents (1976-2016). Task: Predict the product of the given reaction. Given the reactants [CH3:1][N:2]([CH3:35])[CH2:3][CH2:4][NH:5][C:6]1[C:7]([F:34])=[CH:8][C:9]2[N:13]=[C:12]([C:14]3[C:18]([NH:19][C:20](=[O:26])[N:21]([CH2:24][CH3:25])[CH2:22][CH3:23])=[CH:17][N:16](C4CCCCO4)[N:15]=3)[NH:11][C:10]=2[CH:33]=1, predict the reaction product. The product is: [CH3:35][N:2]([CH3:1])[CH2:3][CH2:4][NH:5][C:6]1[C:7]([F:34])=[CH:8][C:9]2[N:13]=[C:12]([C:14]3[C:18]([NH:19][C:20](=[O:26])[N:21]([CH2:22][CH3:23])[CH2:24][CH3:25])=[CH:17][NH:16][N:15]=3)[NH:11][C:10]=2[CH:33]=1.